From a dataset of Peptide-MHC class I binding affinity with 185,985 pairs from IEDB/IMGT. Regression. Given a peptide amino acid sequence and an MHC pseudo amino acid sequence, predict their binding affinity value. This is MHC class I binding data. (1) The peptide sequence is EELKEEALKHF. The MHC is Mamu-B01 with pseudo-sequence Mamu-B01. The binding affinity (normalized) is 0. (2) The binding affinity (normalized) is 0.365. The MHC is HLA-A02:01 with pseudo-sequence HLA-A02:01. The peptide sequence is TLVPVLEKKV. (3) The peptide sequence is MKWGMEMRR. The MHC is HLA-B07:02 with pseudo-sequence HLA-B07:02. The binding affinity (normalized) is 0.0847. (4) The peptide sequence is LLNEVQASK. The MHC is HLA-A68:01 with pseudo-sequence HLA-A68:01. The binding affinity (normalized) is 0.176. (5) The peptide sequence is AAIAVGVAL. The MHC is HLA-B07:02 with pseudo-sequence HLA-B07:02. The binding affinity (normalized) is 0.448. (6) The peptide sequence is AEIQPQWIAA. The MHC is HLA-B44:03 with pseudo-sequence HLA-B44:03. The binding affinity (normalized) is 0.350. (7) The peptide sequence is NIDATSTGNY. The MHC is HLA-A26:01 with pseudo-sequence HLA-A26:01. The binding affinity (normalized) is 0.372. (8) The peptide sequence is SLNLRETNL. The MHC is HLA-A68:02 with pseudo-sequence HLA-A68:02. The binding affinity (normalized) is 0.00166. (9) The peptide sequence is FEYGGFPPA. The MHC is HLA-B15:42 with pseudo-sequence HLA-B15:42. The binding affinity (normalized) is 0.471. (10) The peptide sequence is SQIETGTPF. The MHC is HLA-A02:03 with pseudo-sequence HLA-A02:03. The binding affinity (normalized) is 0.476.